Dataset: NCI-60 drug combinations with 297,098 pairs across 59 cell lines. Task: Regression. Given two drug SMILES strings and cell line genomic features, predict the synergy score measuring deviation from expected non-interaction effect. (1) Cell line: HOP-62. Synergy scores: CSS=30.7, Synergy_ZIP=-2.84, Synergy_Bliss=-5.58, Synergy_Loewe=-14.1, Synergy_HSA=-4.47. Drug 1: CN(C)N=NC1=C(NC=N1)C(=O)N. Drug 2: C1=NC2=C(N1)C(=S)N=C(N2)N. (2) Drug 1: C1C(C(OC1N2C=C(C(=O)NC2=O)F)CO)O. Drug 2: C1CC(=O)NC(=O)C1N2C(=O)C3=CC=CC=C3C2=O. Cell line: TK-10. Synergy scores: CSS=23.3, Synergy_ZIP=-7.81, Synergy_Bliss=-3.26, Synergy_Loewe=-3.07, Synergy_HSA=-0.172.